This data is from Peptide-MHC class II binding affinity with 134,281 pairs from IEDB. The task is: Regression. Given a peptide amino acid sequence and an MHC pseudo amino acid sequence, predict their binding affinity value. This is MHC class II binding data. (1) The peptide sequence is ELPGVDPDKDVDIMV. The MHC is DRB1_1101 with pseudo-sequence DRB1_1101. The binding affinity (normalized) is 0.0110. (2) The peptide sequence is KLNNQFGSMPALTIA. The MHC is DRB1_0405 with pseudo-sequence DRB1_0405. The binding affinity (normalized) is 0.796. (3) The peptide sequence is CRKELAAVSVDCSEY. The MHC is HLA-DPA10201-DPB11401 with pseudo-sequence HLA-DPA10201-DPB11401. The binding affinity (normalized) is 0.356. (4) The peptide sequence is LSAEYAAVADELIGL. The MHC is HLA-DQA10102-DQB10602 with pseudo-sequence HLA-DQA10102-DQB10602. The binding affinity (normalized) is 0.142.